This data is from Reaction yield outcomes from USPTO patents with 853,638 reactions. The task is: Predict the reaction yield, written as a fraction of the theoretical maximum amount of product (1.0 means a 100% yield; for example, 0.34 means a 34% yield). (1) The reactants are Br[CH:2]([C:14]1[CH:19]=[CH:18][CH:17]=[CH:16][CH:15]=1)[C:3]([O:5][C@H:6]([C:8]1[CH:13]=[CH:12][CH:11]=[CH:10][CH:9]=1)[CH3:7])=[O:4].C(N(CC)CC)C.[CH3:27][C:28]1([OH:34])[CH2:33][CH2:32][NH:31][CH2:30][CH2:29]1. The catalyst is C1COCC1.[I-].C([N+](CCCC)(CCCC)CCCC)CCC.C(OCC)(=O)C. The product is [OH:34][C:28]1([CH3:27])[CH2:33][CH2:32][N:31]([C@H:2]([C:14]2[CH:19]=[CH:18][CH:17]=[CH:16][CH:15]=2)[C:3]([O:5][C@H:6]([C:8]2[CH:13]=[CH:12][CH:11]=[CH:10][CH:9]=2)[CH3:7])=[O:4])[CH2:30][CH2:29]1. The yield is 0.600. (2) The reactants are CS(O[CH2:6][C@@H:7]([NH:14]C(OC(C)(C)C)=O)[C:8]1[CH:13]=[CH:12][CH:11]=[CH:10][CH:9]=1)(=O)=O.[N-:22]=[N+:23]=[N-:24].[Na+].O. The catalyst is CN(C=O)C. The product is [N:22]([CH2:6][C@@H:7]([NH2:14])[C:8]1[CH:9]=[CH:10][CH:11]=[CH:12][CH:13]=1)=[N+:23]=[N-:24]. The yield is 0.850. (3) The reactants are Br[C:2]1[CH:3]=[CH:4][C:5]2[C:11]3[N:12]=[C:13]([N:15]4[C:19]([CH3:21])([CH3:20])[CH2:18][O:17][C:16]4=[O:22])[S:14][C:10]=3[CH2:9][CH2:8][O:7][C:6]=2[CH:23]=1.[CH3:24][C:25]([OH:42])([CH3:41])[CH2:26][N:27]1[CH:31]=[C:30](B2OC(C)(C)C(C)(C)O2)[CH:29]=[N:28]1. No catalyst specified. The product is [OH:42][C:25]([CH3:41])([CH3:24])[CH2:26][N:27]1[CH:31]=[C:30]([C:2]2[CH:3]=[CH:4][C:5]3[C:11]4[N:12]=[C:13]([N:15]5[C:19]([CH3:20])([CH3:21])[CH2:18][O:17][C:16]5=[O:22])[S:14][C:10]=4[CH2:9][CH2:8][O:7][C:6]=3[CH:23]=2)[CH:29]=[N:28]1. The yield is 0.220. (4) The reactants are [C:1]([NH:5][S:6]([C:9]1[S:10][C:11]([Cl:15])=[CH:12][C:13]=1[F:14])(=[O:8])=[O:7])(C)(C)C.C1CCN2C(=NCCC2)CC1.FC(F)(F)C(O)=[O:30].[NH2:34][C:35]1[CH:40]=[CH:39][C:38]([N:41]2[C:50](=[O:51])[C:49]3[C:44](=[CH:45][CH:46]=[CH:47][CH:48]=3)[NH:43][C:42]2=[O:52])=[CH:37][CH:36]=1.C(#N)C. The catalyst is C(O)(C(F)(F)F)=O. The product is [O:52]=[C:42]1[N:41]([C:38]2[CH:39]=[CH:40][C:35]([NH:34][C:1]([NH:5][S:6]([C:9]3[S:10][C:11]([Cl:15])=[CH:12][C:13]=3[F:14])(=[O:8])=[O:7])=[O:30])=[CH:36][CH:37]=2)[C:50](=[O:51])[C:49]2[C:44](=[CH:45][CH:46]=[CH:47][CH:48]=2)[NH:43]1. The yield is 0.340. (5) The reactants are [CH3:1][N:2]1[C:6]([C:7]2[CH:8]=[C:9]([C:12]([O:14][CH3:15])=[O:13])[S:10][CH:11]=2)=[CH:5][CH:4]=[N:3]1.[B-](F)(F)(F)[F:17].[B-](F)(F)(F)F.C1[N+]2(CCl)CC[N+](F)(CC2)C1.O. The catalyst is C1COCC1. The product is [F:17][C:5]1[CH:4]=[N:3][N:2]([CH3:1])[C:6]=1[C:7]1[CH:8]=[C:9]([C:12]([O:14][CH3:15])=[O:13])[S:10][CH:11]=1. The yield is 0.330.